Dataset: Forward reaction prediction with 1.9M reactions from USPTO patents (1976-2016). Task: Predict the product of the given reaction. (1) Given the reactants [CH2:1]([NH:3][CH2:4][CH3:5])[CH3:2].[C:6]([C:8]1[CH:9]=[C:10]2[C:15](=[CH:16][C:17]=1[O:18][CH2:19][C@H:20]1[CH2:22][O:21]1)[N:14]=[CH:13][CH:12]=[C:11]2[O:23][C:24]1[CH:29]=[CH:28][C:27]([NH:30][C:31]([NH:33][CH3:34])=[O:32])=[C:26]([Cl:35])[CH:25]=1)#[N:7], predict the reaction product. The product is: [C:6]([C:8]1[CH:9]=[C:10]2[C:15](=[CH:16][C:17]=1[O:18][CH2:19][C@H:20]([OH:21])[CH2:22][N:3]([CH2:4][CH3:5])[CH2:1][CH3:2])[N:14]=[CH:13][CH:12]=[C:11]2[O:23][C:24]1[CH:29]=[CH:28][C:27]([NH:30][C:31]([NH:33][CH3:34])=[O:32])=[C:26]([Cl:35])[CH:25]=1)#[N:7]. (2) Given the reactants [C:9](O[C:9]([O:11][C:12]([CH3:15])([CH3:14])[CH3:13])=[O:10])([O:11][C:12]([CH3:15])([CH3:14])[CH3:13])=[O:10].[C:16]1([C@H:22]([CH2:24][OH:25])[NH2:23])[CH:21]=[CH:20][CH:19]=[CH:18][CH:17]=1.C(N(CC)CC)C, predict the reaction product. The product is: [C:12]([O:11][C:9](=[O:10])[NH:23][C@H:22]([C:16]1[CH:21]=[CH:20][CH:19]=[CH:18][CH:17]=1)[CH2:24][OH:25])([CH3:13])([CH3:14])[CH3:15]. (3) Given the reactants C(OC([NH:8][CH2:9][CH2:10][CH2:11][CH2:12][N:13]1[C:23](=[O:24])[C:22]2[N:25]3[C:15](=[CH:16][N:17]=[C:18]3[CH:19]=[CH:20][CH:21]=2)[C:14]1=[O:26])=O)(C)(C)C.[ClH:27], predict the reaction product. The product is: [ClH:27].[ClH:27].[NH2:8][CH2:9][CH2:10][CH2:11][CH2:12][N:13]1[C:23](=[O:24])[C:22]2[N:25]3[C:15](=[CH:16][N:17]=[C:18]3[CH:19]=[CH:20][CH:21]=2)[C:14]1=[O:26]. (4) Given the reactants [Fe:1](Cl)Cl.[CH2:4]([O:16][S:17]([O-:20])(=[O:19])=[O:18])[CH2:5][CH2:6][CH2:7][CH2:8][CH2:9][CH2:10][CH2:11][CH2:12][CH2:13][CH2:14][CH3:15].[Na+], predict the reaction product. The product is: [CH2:4]([O:16][S:17]([O-:20])(=[O:19])=[O:18])[CH2:5][CH2:6][CH2:7][CH2:8][CH2:9][CH2:10][CH2:11][CH2:12][CH2:13][CH2:14][CH3:15].[Fe+2:1].[CH2:4]([O:16][S:17]([O-:20])(=[O:19])=[O:18])[CH2:5][CH2:6][CH2:7][CH2:8][CH2:9][CH2:10][CH2:11][CH2:12][CH2:13][CH2:14][CH3:15]. (5) Given the reactants [CH3:1][OH:2].C[C:4](C)([O-:6])C.[K+].[Cl:9][C:10]1[CH:11]=[C:12]([NH:17][C:18]2[C:27]3[C:22](=[CH:23][C:24](F)=[CH:25][C:26]=3F)[N:21]=[CH:20][N:19]=2)[CH:13]=[CH:14][C:15]=1[F:16], predict the reaction product. The product is: [Cl:9][C:10]1[CH:11]=[C:12]([NH:17][C:18]2[C:27]3[C:22](=[CH:23][C:24]([O:6][CH3:4])=[CH:25][C:26]=3[O:2][CH3:1])[N:21]=[CH:20][N:19]=2)[CH:13]=[CH:14][C:15]=1[F:16]. (6) Given the reactants [OH:1][C@H:2]([CH2:17][N:18]1[CH2:23][CH2:22][O:21][CH2:20][CH2:19]1)[CH2:3][N:4]1[CH2:9][CH2:8][C:7]2[NH:10][C:11]([CH:14]=O)=[C:12]([CH3:13])[C:6]=2[C:5]1=[O:16].[F:24][C:25]1[CH:26]=[C:27]2[C:31](=[CH:32][CH:33]=1)[NH:30][C:29](=[O:34])[CH2:28]2.N1CCCCC1, predict the reaction product. The product is: [F:24][C:25]1[CH:26]=[C:27]2[C:31](=[CH:32][CH:33]=1)[NH:30][C:29](=[O:34])/[C:28]/2=[CH:14]\[C:11]1[NH:10][C:7]2[CH2:8][CH2:9][N:4]([CH2:3][C@H:2]([OH:1])[CH2:17][N:18]3[CH2:19][CH2:20][O:21][CH2:22][CH2:23]3)[C:5](=[O:16])[C:6]=2[C:12]=1[CH3:13]. (7) Given the reactants [OH-].[Li+].[Cl:3][C:4]1[CH:5]=[C:6]2[NH:13][C:12]([O:14][C@@H:15]3[CH2:19][O:18][C@H:17]([CH2:20][OH:21])[C@H:16]3[OH:22])=[N:11][C:7]2=[N:8][C:9]=1I.CC1(C)C(C)(C)OB([C:31]2[CH:36]=[CH:35][C:34]([N:37]3[CH2:41][CH2:40][C@@H:39]([OH:42])[CH2:38]3)=[CH:33][CH:32]=2)O1, predict the reaction product. The product is: [Cl:3][C:4]1[CH:5]=[C:6]2[NH:13][C:12]([O:14][C@H:15]3[C@H:16]([OH:22])[C@@H:17]([CH2:20][OH:21])[O:18][CH2:19]3)=[N:11][C:7]2=[N:8][C:9]=1[C:31]1[CH:36]=[CH:35][C:34]([N:37]2[CH2:41][CH2:40][C@@H:39]([OH:42])[CH2:38]2)=[CH:33][CH:32]=1. (8) Given the reactants Cl[C:2]1[N:23]=[CH:22][C:21]([Cl:24])=[CH:20][C:3]=1[C:4]([NH:6][C:7](=[NH:19])[CH2:8][O:9][CH2:10][CH2:11][C:12]1[CH:17]=[CH:16][CH:15]=[C:14]([Cl:18])[CH:13]=1)=[O:5].CC([O-])(C)C.[K+], predict the reaction product. The product is: [Cl:24][C:21]1[CH:22]=[N:23][C:2]2[N:19]=[C:7]([CH2:8][O:9][CH2:10][CH2:11][C:12]3[CH:17]=[CH:16][CH:15]=[C:14]([Cl:18])[CH:13]=3)[NH:6][C:4](=[O:5])[C:3]=2[CH:20]=1. (9) Given the reactants [CH3:1][C:2]1[CH:3]=[CH:4][C:5]2[N:6]([CH:8]=[C:9]([C:11]3[CH:16]=[CH:15][C:14]([CH3:17])=[CH:13][CH:12]=3)[N:10]=2)[CH:7]=1.O.[CH3:19][N:20]([CH3:25])[C:21](=[O:24])[CH:22]=[O:23].[CH3:19][N:20]([CH3:25])[C:21](=[O:24])[CH:22]=[O:23].C(OCC)(=O)C.CCCCCC, predict the reaction product. The product is: [CH3:1][C:2]1[CH:3]=[CH:4][C:5]2[N:6]([C:8]([CH:22]([OH:23])[C:21]([N:20]([CH3:25])[CH3:19])=[O:24])=[C:9]([C:11]3[CH:16]=[CH:15][C:14]([CH3:17])=[CH:13][CH:12]=3)[N:10]=2)[CH:7]=1.